Dataset: Reaction yield outcomes from USPTO patents with 853,638 reactions. Task: Predict the reaction yield, written as a fraction of the theoretical maximum amount of product (1.0 means a 100% yield; for example, 0.34 means a 34% yield). (1) The reactants are CN(C=O)C.[OH:6][CH2:7][CH2:8][CH2:9][N:10]1[C:19]2[C:14](=[C:15]([CH2:20][CH:21]3[S:25][C:24](=[O:26])[NH:23][C:22]3=[O:27])[CH:16]=[CH:17][CH:18]=2)[CH2:13][CH2:12][C:11]1=[O:28].C(=O)([O-])[O-].[K+].[K+].[C:35]1([C:41](Cl)([C:48]2[CH:53]=[CH:52][CH:51]=[CH:50][CH:49]=2)[C:42]2[CH:47]=[CH:46][CH:45]=[CH:44][CH:43]=2)[CH:40]=[CH:39][CH:38]=[CH:37][CH:36]=1. The catalyst is O. The product is [OH:6][CH2:7][CH2:8][CH2:9][N:10]1[C:19]2[C:14](=[C:15]([CH2:20][CH:21]3[S:25][C:24](=[O:26])[N:23]([C:41]([C:35]4[CH:40]=[CH:39][CH:38]=[CH:37][CH:36]=4)([C:48]4[CH:49]=[CH:50][CH:51]=[CH:52][CH:53]=4)[C:42]4[CH:43]=[CH:44][CH:45]=[CH:46][CH:47]=4)[C:22]3=[O:27])[CH:16]=[CH:17][CH:18]=2)[CH2:13][CH2:12][C:11]1=[O:28]. The yield is 0.406. (2) The reactants are [Si:1]([O:8][CH2:9][C@:10]1([C:24]([O:26][C:27]([CH3:30])([CH3:29])[CH3:28])=[O:25])[CH2:14][C:13](=[O:15])[N:12]([C@@H:16]([C:18]2[CH:23]=[CH:22][CH:21]=[CH:20][CH:19]=2)[CH3:17])[CH2:11]1)([C:4]([CH3:7])([CH3:6])[CH3:5])([CH3:3])[CH3:2].IC.[CH3:33][Si]([N-][Si](C)(C)C)(C)C.[Li+].[Cl-].[NH4+]. The catalyst is O1CCCC1. The product is [Si:1]([O:8][CH2:9][C@:10]1([C:24]([O:26][C:27]([CH3:29])([CH3:28])[CH3:30])=[O:25])[CH:14]([CH3:33])[C:13](=[O:15])[N:12]([C@@H:16]([C:18]2[CH:19]=[CH:20][CH:21]=[CH:22][CH:23]=2)[CH3:17])[CH2:11]1)([C:4]([CH3:7])([CH3:5])[CH3:6])([CH3:3])[CH3:2]. The yield is 0.420. (3) The reactants are [Cl:1][C:2]1[CH:9]=[CH:8][C:5]([CH:6]=O)=[C:4]([CH3:10])[CH:3]=1.Cl.CN.C([O-])(=O)C.[Na+].[N+:19]([CH3:22])([O-:21])=[O:20]. The catalyst is O.ClCCl. The product is [Cl:1][C:2]1[CH:9]=[CH:8][C:5]([CH:6]=[CH:22][N+:19]([O-:21])=[O:20])=[C:4]([CH3:10])[CH:3]=1. The yield is 0.940. (4) The reactants are [F:1][C:2]1[CH:7]=[CH:6][C:5]([C:8]2[C:9]3[C:10](=[N:27][N:28]([CH2:30][CH:31]=O)[CH:29]=3)[N:11]=[C:12]([C:20]3[CH:25]=[CH:24][C:23]([F:26])=[CH:22][CH:21]=3)[C:13]=2[C:14]2[CH:19]=[CH:18][N:17]=[CH:16][CH:15]=2)=[CH:4][CH:3]=1.C(O[BH-](OC(=O)C)OC(=O)C)(=O)C.[Na+].[OH:47][CH:48]1[CH2:53][CH2:52][NH:51][CH2:50][CH2:49]1. The catalyst is ClCCCl. The product is [F:1][C:2]1[CH:7]=[CH:6][C:5]([C:8]2[C:9]3[C:10](=[N:27][N:28]([CH2:30][CH2:31][N:51]4[CH2:52][CH2:53][CH:48]([OH:47])[CH2:49][CH2:50]4)[CH:29]=3)[N:11]=[C:12]([C:20]3[CH:25]=[CH:24][C:23]([F:26])=[CH:22][CH:21]=3)[C:13]=2[C:14]2[CH:15]=[CH:16][N:17]=[CH:18][CH:19]=2)=[CH:4][CH:3]=1. The yield is 0.200. (5) The reactants are Cl[C:2]1[C:11]([N:12]2[CH2:17][CH2:16][NH:15][CH2:14][CH2:13]2)=[N:10][C:9]2[C:4](=[CH:5][CH:6]=[CH:7][CH:8]=2)[N:3]=1.[O:18]1[C:27]2[C:22](=[CH:23][CH:24]=[CH:25][CH:26]=2)[CH2:21][CH2:20][CH:19]1[CH2:28][OH:29].Cl. No catalyst specified. The product is [O:18]1[C:27]2[C:22](=[CH:23][CH:24]=[CH:25][CH:26]=2)[CH2:21][CH2:20][CH:19]1[CH2:28][O:29][C:2]1[C:11]([N:12]2[CH2:17][CH2:16][NH:15][CH2:14][CH2:13]2)=[N:10][C:9]2[C:4](=[CH:5][CH:6]=[CH:7][CH:8]=2)[N:3]=1. The yield is 0.230. (6) The reactants are [O:1]=[C:2]1[C:15]2[C:10](=[CH:11][CH:12]=[CH:13][CH:14]=2)[C:9]2[CH:8]=[C:7]([C:16]#[N:17])[CH:6]=[CH:5][C:4]=2[NH:3]1.[H-].[Na+].[H][H].[CH2:22](Br)[C:23]1[CH:28]=[CH:27][CH:26]=[CH:25][CH:24]=1. The catalyst is CN(C=O)C.O. The product is [CH2:22]([N:3]1[C:2](=[O:1])[C:15]2[C:10](=[CH:11][CH:12]=[CH:13][CH:14]=2)[C:9]2[CH:8]=[C:7]([C:16]#[N:17])[CH:6]=[CH:5][C:4]1=2)[C:23]1[CH:28]=[CH:27][CH:26]=[CH:25][CH:24]=1. The yield is 0.480. (7) The reactants are [CH3:1][C:2]([C:4]1[CH:9]=[CH:8][C:7]([F:10])=[C:6]([N+:11]([O-])=O)[CH:5]=1)=[O:3].[F:14][C:15]([Si](C)(C)C)([F:17])[F:16]. The catalyst is O1CCCC1.C(OCC)(=O)C.[F-].[Cs+]. The product is [NH2:11][C:6]1[CH:5]=[C:4]([C:2]([OH:3])([CH3:1])[C:15]([F:17])([F:16])[F:14])[CH:9]=[CH:8][C:7]=1[F:10]. The yield is 0.960. (8) The reactants are C([N:8]1[CH2:12][CH:11]([C:13]2[CH:18]=[CH:17][C:16]([Cl:19])=[C:15]([Cl:20])[CH:14]=2)[CH:10]([C:21](=[O:23])[CH3:22])[CH2:9]1)C1C=CC=CC=1.ClC(OCC(Cl)(Cl)Cl)=O. The catalyst is CC#N. The product is [Cl:20][C:15]1[CH:14]=[C:13]([CH:11]2[CH2:12][NH:8][CH2:9][CH:10]2[C:21](=[O:23])[CH3:22])[CH:18]=[CH:17][C:16]=1[Cl:19]. The yield is 0.630.